This data is from Full USPTO retrosynthesis dataset with 1.9M reactions from patents (1976-2016). The task is: Predict the reactants needed to synthesize the given product. (1) Given the product [Br:15][C:16]1[CH:22]=[C:21]([Br:23])[CH:20]=[CH:19][C:17]=1[NH:18][C:9](=[O:11])[C:8]1[CH:7]=[C:6]([CH:5]=[CH:4][C:3]=1[O:2][CH3:1])[C:12]([NH2:14])=[O:13], predict the reactants needed to synthesize it. The reactants are: [CH3:1][O:2][C:3]1[C:8]([C:9]([OH:11])=O)=[CH:7][C:6]([C:12]([NH2:14])=[O:13])=[CH:5][CH:4]=1.[Br:15][C:16]1[CH:22]=[C:21]([Br:23])[CH:20]=[CH:19][C:17]=1[NH2:18]. (2) Given the product [CH2:1]([P:3]([CH2:6][CH2:7][OH:8])(=[O:4])[O:5][CH2:9][CH2:10][CH2:11][CH3:12])[CH3:2], predict the reactants needed to synthesize it. The reactants are: [CH2:1]([P:3]([CH2:6][CH2:7][OH:8])(=[O:5])[OH:4])[CH3:2].[CH2:9](O)[CH2:10][CH2:11][CH3:12].O. (3) Given the product [O:38]=[C:24]1[N:23]([C:21]2[CH:20]=[CH:19][C:17]3[C:18]4[NH:9][N:10]=[CH:11][C:12]=4[CH2:13][CH2:14][CH2:15][C:16]=3[CH:22]=2)[CH2:27][C@H:26]([CH2:28][NH:29][C:30](=[O:37])[C:31]2[CH:36]=[CH:35][CH:34]=[CH:33][CH:32]=2)[O:25]1, predict the reactants needed to synthesize it. The reactants are: C([N:9]1[C:18]2[C:17]3[CH:19]=[CH:20][C:21]([N:23]4[CH2:27][C@H:26]([CH2:28][NH:29][C:30](=[O:37])[C:31]5[CH:36]=[CH:35][CH:34]=[CH:33][CH:32]=5)[O:25][C:24]4=[O:38])=[CH:22][C:16]=3[CH2:15][CH2:14][CH2:13][C:12]=2[CH:11]=[N:10]1)(=O)C1C=CC=CC=1.C(N)C1C=CC=CC=1. (4) The reactants are: C(O[C:6]([NH:8][CH2:9][C@H:10]([CH2:14][C:15]1[CH:20]=[C:19]([Cl:21])[CH:18]=[CH:17][C:16]=1[O:22][CH3:23])[C:11]([OH:13])=[O:12])=O)(C)(C)C.CS(O)(=O)=O.[CH3:29][O:30][C:31]1[CH:38]=[C:37]([O:39][CH3:40])[CH:36]=[C:35]([O:41][CH3:42])[C:32]=1C=O.C(O[BH-](OC(=O)C)OC(=O)C)(=O)C.[Na+].[OH-].[Na+]. Given the product [Cl:21][C:19]1[CH:18]=[CH:17][C:16]([O:22][CH3:23])=[C:15]([CH:20]=1)[CH2:14][C@@H:10]([CH2:9][NH:8][CH2:6][C:32]1[C:35]([O:41][CH3:42])=[CH:36][C:37]([O:39][CH3:40])=[CH:38][C:31]=1[O:30][CH3:29])[C:11]([OH:13])=[O:12], predict the reactants needed to synthesize it. (5) Given the product [NH2:8][C@H:9]([C:12]1[N:23]([C:24]2[CH:29]=[CH:28][CH:27]=[CH:26][CH:25]=2)[C:15]2[C:16]([C:21]#[N:22])=[C:17]([F:20])[CH:18]=[CH:19][C:14]=2[N:13]=1)[CH2:10][CH3:11], predict the reactants needed to synthesize it. The reactants are: Cl.C(OC(=O)[NH:8][C@H:9]([C:12](=O)[NH:13][C:14]1[CH:19]=[CH:18][C:17]([F:20])=[C:16]([C:21]#[N:22])[C:15]=1[NH:23][C:24]1[CH:29]=[CH:28][CH:27]=[CH:26][CH:25]=1)[CH2:10][CH3:11])(C)(C)C. (6) Given the product [CH2:1]([C:3]1[CH:17]=[CH:16][C:6]([O:7][C:8]([CH3:14])([CH3:15])[C:9]([O:11][CH2:12][CH3:13])=[O:10])=[CH:5][C:4]=1[OH:18])[CH3:2], predict the reactants needed to synthesize it. The reactants are: [CH2:1]([C:3]1[CH:17]=[CH:16][C:6]([O:7][C:8]([CH3:15])([CH3:14])[C:9]([O:11][CH2:12][CH3:13])=[O:10])=[CH:5][C:4]=1[O:18]COC)[CH3:2].